Dataset: Catalyst prediction with 721,799 reactions and 888 catalyst types from USPTO. Task: Predict which catalyst facilitates the given reaction. (1) Reactant: [OH:1][C:2]1[CH:20]=[CH:19][C:5]([CH2:6][NH:7][C:8](=[O:18])[C:9]2[CH:14]=[CH:13][C:12]([N+:15]([O-:17])=[O:16])=[CH:11][CH:10]=2)=[CH:4][CH:3]=1.[CH2:21]([O:28][C:29]1[CH:37]=[CH:36][C:32]([C:33](Cl)=[O:34])=[CH:31][CH:30]=1)[CH2:22][CH2:23][CH2:24][CH2:25][CH2:26][CH3:27]. Product: [CH2:21]([O:28][C:29]1[CH:30]=[CH:31][C:32]([C:33]([O:1][C:2]2[CH:3]=[CH:4][C:5]([CH2:6][NH:7][C:8](=[O:18])[C:9]3[CH:14]=[CH:13][C:12]([N+:15]([O-:17])=[O:16])=[CH:11][CH:10]=3)=[CH:19][CH:20]=2)=[O:34])=[CH:36][CH:37]=1)[CH2:22][CH2:23][CH2:24][CH2:25][CH2:26][CH3:27]. The catalyst class is: 2. (2) Reactant: [OH:1][C:2]1[C:7](C(O)=O)=[CH:6][N:5]=[C:4]([C:11]2[CH:16]=[CH:15][CH:14]=[CH:13][N:12]=2)[N:3]=1.C1C=CC(P(N=[N+]=[N-])(C2C=CC=CC=2)=[O:24])=CC=1.CC[N:36]([CH2:39]C)CC.[CH2:41]([OH:48])[C:42]1[CH:47]=[CH:46][CH:45]=[CH:44][CH:43]=1. Product: [OH:1][C:2]1[C:7]([NH:36][C:39](=[O:24])[O:48][CH2:41][C:42]2[CH:47]=[CH:46][CH:45]=[CH:44][CH:43]=2)=[CH:6][N:5]=[C:4]([C:11]2[CH:16]=[CH:15][CH:14]=[CH:13][N:12]=2)[N:3]=1. The catalyst class is: 11. (3) Reactant: [Cl:1][C:2]1[CH:11]=[C:10]2[C:5]([CH2:6][CH:7]([CH3:12])[N:8]=[CH:9]2)=[CH:4][C:3]=1[O:13][CH3:14].C(O)(C(F)(F)F)=[O:16].B(F)(F)F.CCOCC.[CH2:31]([O:33][CH:34]=[C:35]([C:42]([O:44][Si](C)(C)C)=[CH2:43])[CH2:36]C(OCC)=O)[CH3:32]. Product: [Cl:1][C:2]1[C:3]([O:13][CH3:14])=[CH:4][C:5]2[CH2:6][CH:7]([CH3:12])[N:8]3[CH:9]([CH2:43][C:42](=[O:44])[C:35]([C:34]([O:33][CH2:31][CH3:32])=[O:16])=[CH:36]3)[C:10]=2[CH:11]=1. The catalyst class is: 2. (4) Reactant: [Br:1][C:2]1[CH:19]=[CH:18][C:17]([O:20][CH2:21][C:22]2[CH:27]=[CH:26][C:25]([F:28])=[CH:24][CH:23]=2)=[CH:16][C:3]=1[C:4]([C:6](=[CH:12]N(C)C)[C:7]([O:9][CH2:10][CH3:11])=[O:8])=[O:5].[NH2:29][C@@H:30]([CH:33]([CH3:35])[CH3:34])[CH2:31][OH:32]. Product: [Br:1][C:2]1[CH:19]=[CH:18][C:17]([O:20][CH2:21][C:22]2[CH:27]=[CH:26][C:25]([F:28])=[CH:24][CH:23]=2)=[CH:16][C:3]=1[C:4]([C:6](=[CH:12][NH:29][C@@H:30]([CH:33]([CH3:35])[CH3:34])[CH2:31][OH:32])[C:7]([O:9][CH2:10][CH3:11])=[O:8])=[O:5]. The catalyst class is: 49. (5) The catalyst class is: 24. Reactant: [CH:1]([C:4]1[CH:9]=[CH:8][C:7]([C:10]2[S:11][C:12]([C:15]3[CH:16]=[C:17]([CH:22]=[CH:23][CH:24]=3)[C:18]([O:20]C)=[O:19])=[CH:13][N:14]=2)=[CH:6][CH:5]=1)([CH3:3])[CH3:2].[Li+].[OH-]. Product: [CH:1]([C:4]1[CH:5]=[CH:6][C:7]([C:10]2[S:11][C:12]([C:15]3[CH:16]=[C:17]([CH:22]=[CH:23][CH:24]=3)[C:18]([OH:20])=[O:19])=[CH:13][N:14]=2)=[CH:8][CH:9]=1)([CH3:3])[CH3:2].